Dataset: TCR-epitope binding with 47,182 pairs between 192 epitopes and 23,139 TCRs. Task: Binary Classification. Given a T-cell receptor sequence (or CDR3 region) and an epitope sequence, predict whether binding occurs between them. (1) The epitope is VLQAVGACV. The TCR CDR3 sequence is CASSVGGVPYNEQFF. Result: 0 (the TCR does not bind to the epitope). (2) The epitope is HTTDPSFLGRY. The TCR CDR3 sequence is CASVPDFSYEQYF. Result: 1 (the TCR binds to the epitope).